From a dataset of Reaction yield outcomes from USPTO patents with 853,638 reactions. Predict the reaction yield, written as a fraction of the theoretical maximum amount of product (1.0 means a 100% yield; for example, 0.34 means a 34% yield). (1) The reactants are [C:1]([C:5]1[CH:10]=[CH:9][C:8]([N+:11]([O-:13])=[O:12])=[CH:7][C:6]=1[S:14](Cl)(=[O:16])=[O:15])([CH3:4])([CH3:3])[CH3:2].[NH4+:18].[OH-]. The product is [C:1]([C:5]1[CH:10]=[CH:9][C:8]([N+:11]([O-:13])=[O:12])=[CH:7][C:6]=1[S:14]([NH2:18])(=[O:16])=[O:15])([CH3:4])([CH3:3])[CH3:2]. The yield is 0.340. The catalyst is CCOCC.O. (2) The reactants are [C:1]([O:5][C:6](=[O:37])[C@@H:7]([NH:29][C:30]([O:32][C:33]([CH3:36])([CH3:35])[CH3:34])=[O:31])[CH2:8][CH2:9][C:10]([C:22]([O:24][C:25]([CH3:28])([CH3:27])[CH3:26])=[O:23])([CH2:14][C:15]1[CH:20]=[CH:19][C:18]([OH:21])=[CH:17][CH:16]=1)C(O)=O)([CH3:4])([CH3:3])[CH3:2]. The catalyst is O1CCCC1. The product is [C:33]([O:32][C:30]([NH:29][C@@H:7]([CH2:8][CH2:9][CH:10]([CH2:14][C:15]1[CH:16]=[CH:17][C:18]([OH:21])=[CH:19][CH:20]=1)[C:22]([O:24][C:25]([CH3:26])([CH3:27])[CH3:28])=[O:23])[C:6]([O:5][C:1]([CH3:4])([CH3:2])[CH3:3])=[O:37])=[O:31])([CH3:34])([CH3:35])[CH3:36]. The yield is 0.880. (3) The reactants are [F:1][C:2]1[CH:3]=[C:4]2[C:8](=[CH:9][CH:10]=1)[NH:7][C:6](=[O:11])[C:5]2=[N:12][N:13]=[CH:14][C:15]1[NH:19][C:18]([CH3:20])=[C:17]([C:21]([NH:23][CH2:24][CH2:25][CH2:26][CH2:27][CH2:28][CH2:29][CH2:30][C:31]([OH:33])=O)=[O:22])[C:16]=1[CH3:34].Cl.C(N=C=NCCCN(C)C)C.OC1C2N=NNC=2C=CC=1.C(N(CC)CC)C.[F:64][C:65]1[CH:70]=[CH:69][C:68]([NH2:71])=[C:67]([NH2:72])[CH:66]=1. The catalyst is [Cl-].[Na+].O.CN(C=O)C. The product is [F:1][C:2]1[CH:3]=[C:4]2[C:8](=[CH:9][CH:10]=1)[NH:7][C:6](=[O:11])[C:5]2=[N:12][N:13]=[CH:14][C:15]1[NH:19][C:18]([CH3:20])=[C:17]([C:21]([NH:23][CH2:24][CH2:25][CH2:26][CH2:27][CH2:28][CH2:29][CH2:30][C:31]([NH:71][C:68]2[CH:69]=[CH:70][C:65]([F:64])=[CH:66][C:67]=2[NH2:72])=[O:33])=[O:22])[C:16]=1[CH3:34]. The yield is 0.670.